The task is: Predict hERG channel inhibition at various concentrations.. This data is from hERG Central: cardiac toxicity at 1µM, 10µM, and general inhibition. (1) The drug is Cc1ccc(C)c(N2CCN(CCCNC(=O)Cn3c(=O)c4cccn4c4cccnc43)CC2)c1. Results: hERG_inhib (hERG inhibition (general)): blocker. (2) The molecule is Cc1cccc(OCC(=O)N2CCN(C(=O)c3ccc([N+](=O)[O-])cc3)CC2)c1. Results: hERG_inhib (hERG inhibition (general)): blocker. (3) The compound is O=C(CN(C1CCCCC1)S(=O)(=O)c1ccc(Br)cc1)NCc1ccncc1. Results: hERG_inhib (hERG inhibition (general)): blocker. (4) The drug is Cc1ccc(C(=O)N2CCN(c3ccc(Cl)cc3)CC2)cc1. Results: hERG_inhib (hERG inhibition (general)): blocker. (5) The compound is CCN1CCN(C(CNS(=O)(=O)c2cccs2)c2cccnc2)CC1. Results: hERG_inhib (hERG inhibition (general)): blocker. (6) The drug is CCOC(=O)C1CCN(CCC(=O)Nc2cccc(Cl)c2)CC1. Results: hERG_inhib (hERG inhibition (general)): blocker. (7) The compound is S=C(NCc1ccccc1)N1CCN(C2CCCCC2)CC1. Results: hERG_inhib (hERG inhibition (general)): blocker. (8) The compound is CN(CC(=O)Nc1ccc(C#N)cc1)Cc1ccc(Cl)c(Cl)c1. Results: hERG_inhib (hERG inhibition (general)): blocker. (9) The compound is Cc1c(CCOC(=O)CC23CC4CC(CC(C)(C4)C2)C3)sc[n+]1Cc1ccc([N+](=O)[O-])cc1.[Br-]. Results: hERG_inhib (hERG inhibition (general)): blocker. (10) The drug is O=C(CN1CCCCCC1)N/N=C/c1ccc(Cl)c(Cl)c1. Results: hERG_inhib (hERG inhibition (general)): blocker.